Dataset: Forward reaction prediction with 1.9M reactions from USPTO patents (1976-2016). Task: Predict the product of the given reaction. (1) Given the reactants [Cl:1][C:2]1[CH:7]=[CH:6][C:5]([S:8][C:9]2[CH:14]=[CH:13][C:12]([F:15])=[CH:11][C:10]=2[CH2:16][CH2:17][C:18]([OH:20])=O)=[CH:4][CH:3]=1.[NH2:21][CH2:22][CH2:23][CH2:24][CH2:25][OH:26], predict the reaction product. The product is: [Cl:1][C:2]1[CH:3]=[CH:4][C:5]([S:8][C:9]2[CH:14]=[CH:13][C:12]([F:15])=[CH:11][C:10]=2[CH2:16][CH2:17][C:18]([NH:21][CH2:22][CH2:23][CH2:24][CH2:25][OH:26])=[O:20])=[CH:6][CH:7]=1. (2) Given the reactants [CH:15]1[CH:16]=[C:17]([C:18]([OH:20])=[O:19])[C:12]([S:11][S:11][C:12]2[C:17]([C:18]([OH:20])=[O:19])=[CH:16][CH:15]=[CH:14][CH:13]=2)=[CH:13][CH:14]=1.[OH-].[Na+].Cl[C:24]1[CH:29]=[CH:28][CH:27]=[CH:26][C:25]=1[N+:30]([O-:32])=[O:31], predict the reaction product. The product is: [N+:30]([C:25]1[CH:26]=[CH:27][CH:28]=[CH:29][C:24]=1[S:11][C:12]1[CH:13]=[CH:14][CH:15]=[CH:16][C:17]=1[C:18]([OH:20])=[O:19])([O-:32])=[O:31]. (3) Given the reactants [CH2:1]([O:5][CH2:6][CH:7]1[CH2:12][CH2:11][N:10]([S:13]([CH3:16])(=[O:15])=[O:14])[CH2:9][CH2:8]1)[C:2]#[C:3][CH3:4].[Li+].C[Si]([N-][Si](C)(C)C)(C)C.[CH2:27]([CH:31]1[O:33][C:32]1=[O:34])[CH:28]([CH3:30])[CH3:29].BrC(CC(C)C)C(O)=O, predict the reaction product. The product is: [CH2:1]([O:5][CH2:6][CH:7]1[CH2:8][CH2:9][N:10]([S:13]([CH2:16][CH:31]([CH2:27][CH:28]([CH3:30])[CH3:29])[C:32]([OH:34])=[O:33])(=[O:15])=[O:14])[CH2:11][CH2:12]1)[C:2]#[C:3][CH3:4].